This data is from Full USPTO retrosynthesis dataset with 1.9M reactions from patents (1976-2016). The task is: Predict the reactants needed to synthesize the given product. (1) The reactants are: [CH:1]1([NH:4][C:5](=[O:33])[C:6]2[CH:11]=[CH:10][C:9]([CH3:12])=[C:8]([N:13]3[C:22](=[O:23])[C:21]4[C:16](=[CH:17][CH:18]=[C:19]([N:24]5[CH2:29][CH2:28][N:27]([CH:30]([CH3:32])[CH3:31])[CH2:26][CH2:25]5)[CH:20]=4)[N:15]=[CH:14]3)[CH:7]=2)[CH2:3][CH2:2]1.[ClH:34]. Given the product [ClH:34].[CH:1]1([NH:4][C:5](=[O:33])[C:6]2[CH:11]=[CH:10][C:9]([CH3:12])=[C:8]([N:13]3[C:22](=[O:23])[C:21]4[C:16](=[CH:17][CH:18]=[C:19]([N:24]5[CH2:25][CH2:26][N:27]([CH:30]([CH3:31])[CH3:32])[CH2:28][CH2:29]5)[CH:20]=4)[N:15]=[CH:14]3)[CH:7]=2)[CH2:3][CH2:2]1, predict the reactants needed to synthesize it. (2) Given the product [F:48][C:49]([F:62])([F:61])[S:50]([O:19][C:14]1[C:15]2[CH2:16][S:17][N:18]=[C:9]([N:8]([C:34]([O:36][C:37]([CH3:40])([CH3:39])[CH3:38])=[O:35])[C:6]([O:5][C:1]([CH3:3])([CH3:4])[CH3:2])=[O:7])[C:10]3=[N:22][N:21]([CH2:23][C:24]4[C:29]([CH3:30])=[C:28]([O:31][CH3:32])[C:27]([CH3:33])=[CH:26][N:25]=4)[N:20]=[C:12]([C:11]=23)[CH:13]=1)(=[O:52])=[O:51], predict the reactants needed to synthesize it. The reactants are: [C:1]([O:5][C:6]([N:8]([C:34]([O:36][C:37]([CH3:40])([CH3:39])[CH3:38])=[O:35])[C:9]1[C:10]2[C:11]3[C:15](=[CH:16][S:17][N:18]=1)[C:14](=[O:19])[CH2:13][C:12]=3[NH:20][N:21]([CH2:23][C:24]1[C:29]([CH3:30])=[C:28]([O:31][CH3:32])[C:27]([CH3:33])=[CH:26][N:25]=1)[N:22]=2)=[O:7])([CH3:4])([CH3:3])[CH3:2].C(N(CC)CC)C.[F:48][C:49]([F:62])([F:61])[S:50](O[S:50]([C:49]([F:62])([F:61])[F:48])(=[O:52])=[O:51])(=[O:52])=[O:51].[Cl-].[NH4+].